From a dataset of Catalyst prediction with 721,799 reactions and 888 catalyst types from USPTO. Predict which catalyst facilitates the given reaction. (1) Product: [N+:1]([C:4]1[C:5]([N:10]2[CH2:15][CH2:14][C:13](=[CH:16][C:17]3[O:27][C:21]4[CH:22]=[C:23]([F:26])[CH:24]=[CH:25][C:20]=4[CH:18]=3)[CH2:12][CH2:11]2)=[N:6][CH:7]=[CH:8][CH:9]=1)([O-:3])=[O:2]. The catalyst class is: 455. Reactant: [N+:1]([C:4]1[C:5]([N:10]2[CH2:15][CH2:14][C:13](=[CH:16][C:17]#[CH:18])[CH2:12][CH2:11]2)=[N:6][CH:7]=[CH:8][CH:9]=1)([O-:3])=[O:2].Br[C:20]1[CH:25]=[CH:24][C:23]([F:26])=[CH:22][C:21]=1[OH:27].C(N)CCC. (2) Reactant: [NH2:1][C:2]1(N)[CH:10]=[CH:9][C:8]([O:11][CH3:12])=[CH:7][CH:3]1[C:4](O)=[O:5].[CH:14]([NH2:16])=O. Product: [CH3:12][O:11][C:8]1[CH:7]=[C:3]2[C:2](=[CH:10][CH:9]=1)[N:1]=[CH:14][NH:16][C:4]2=[O:5]. The catalyst class is: 8. (3) Reactant: [Cl:1][C:2]1[CH:35]=[CH:34][CH:33]=[C:32]([C:36]([F:39])([F:38])[F:37])[C:3]=1[C:4]([N:6]1[C:14]2[C:9](=[N:10][CH:11]=[C:12]([C:15](=[O:20])N(OC)C)[CH:13]=2)[C:8]([C:21]2[CH:30]=[CH:29][C:24]([C:25]([O:27]C)=[O:26])=[CH:23][C:22]=2[F:31])=[N:7]1)=[O:5].[OH:40][Li].O. Product: [C:25]([C:24]1[CH:29]=[CH:30][C:21]([C:8]2[C:9]3=[N:10][CH:11]=[C:12]([C:15]([OH:20])=[O:40])[CH:13]=[C:14]3[N:6]([C:4](=[O:5])[C:3]3[C:32]([C:36]([F:39])([F:37])[F:38])=[CH:33][CH:34]=[CH:35][C:2]=3[Cl:1])[N:7]=2)=[C:22]([F:31])[CH:23]=1)([OH:27])=[O:26]. The catalyst class is: 20.